Dataset: Forward reaction prediction with 1.9M reactions from USPTO patents (1976-2016). Task: Predict the product of the given reaction. (1) Given the reactants [C:1]([N:5]1[C:9]([CH2:10][C:11]2[CH:16]=[CH:15][C:14]([F:17])=[CH:13][CH:12]=2)=[C:8]([C:18]2[S:19][CH:20]=[C:21]([CH2:23][C:24](O)=[O:25])[N:22]=2)[CH:7]=[N:6]1)([CH3:4])([CH3:3])[CH3:2].[O:27]1[CH2:32][CH2:31][CH:30]([CH2:33][NH2:34])[CH2:29][CH2:28]1, predict the reaction product. The product is: [C:1]([N:5]1[C:9]([CH2:10][C:11]2[CH:16]=[CH:15][C:14]([F:17])=[CH:13][CH:12]=2)=[C:8]([C:18]2[S:19][CH:20]=[C:21]([CH2:23][C:24]([NH:34][CH2:33][CH:30]3[CH2:31][CH2:32][O:27][CH2:28][CH2:29]3)=[O:25])[N:22]=2)[CH:7]=[N:6]1)([CH3:2])([CH3:4])[CH3:3]. (2) Given the reactants [O:1]1[CH2:6][CH2:5][NH:4][C@@H:3]2[C:7]3[CH:8]=[CH:9][CH:10]=[CH:11][C:12]=3[CH2:13][C@H:2]12.Br[C:15]1[CH:16]=[CH:17][C:18]2[O:19][CH2:20][C:21](=[O:25])[NH:22][C:23]=2[N:24]=1, predict the reaction product. The product is: [O:1]1[CH2:6][CH2:5][N:4]([C:15]2[CH:16]=[CH:17][C:18]3[O:19][CH2:20][C:21](=[O:25])[NH:22][C:23]=3[N:24]=2)[C@@H:3]2[C:7]3[CH:8]=[CH:9][CH:10]=[CH:11][C:12]=3[CH2:13][C@H:2]12.